From a dataset of Reaction yield outcomes from USPTO patents with 853,638 reactions. Predict the reaction yield, written as a fraction of the theoretical maximum amount of product (1.0 means a 100% yield; for example, 0.34 means a 34% yield). The reactants are [NH2:1][C:2]1[C:7]([F:8])=[C:6]([F:9])[CH:5]=[CH:4][C:3]=1[OH:10].Cl[CH2:12][C:13](Cl)=[O:14].C([O-])([O-])=O.[K+].[K+]. No catalyst specified. The product is [F:8][C:7]1[C:2]2[NH:1][C:13](=[O:14])[CH2:12][O:10][C:3]=2[CH:4]=[CH:5][C:6]=1[F:9]. The yield is 0.145.